From a dataset of Retrosynthesis with 50K atom-mapped reactions and 10 reaction types from USPTO. Predict the reactants needed to synthesize the given product. (1) Given the product CC(OC(=O)Oc1ccc2c(c1)OCO2)OC(=O)C(C)C, predict the reactants needed to synthesize it. The reactants are: CC(C)C(=O)O.CC(Cl)OC(=O)Oc1ccc2c(c1)OCO2. (2) Given the product Fc1ccccc1COC1COC(CCl)OC1, predict the reactants needed to synthesize it. The reactants are: Fc1ccccc1CCl.OC1COC(CCl)OC1. (3) Given the product CC(C)(C)c1ccc(CN(CCc2cccc(C(F)(F)F)c2)C(=O)c2ccc(F)c3cc[nH]c23)cc1, predict the reactants needed to synthesize it. The reactants are: CC(C)(C)c1ccc(CNCCc2cccc(C(F)(F)F)c2)cc1.O=C(O)c1ccc(F)c2cc[nH]c12. (4) Given the product Cc1c(-c2ccccn2)nc2cc(F)cc(F)c2c1Nc1cc(N2CCOCC2)ncc1-c1ccc(OC(F)F)nc1, predict the reactants needed to synthesize it. The reactants are: Cc1c(-c2ccccn2)nc2cc(F)cc(F)c2c1Nc1cc(N2CCOCC2)ncc1I.OB(O)c1ccc(OC(F)F)nc1. (5) Given the product O=C(O)c1ncn2c1[C@@H]1CCN1C(=O)c1c-2ccc(F)c1F, predict the reactants needed to synthesize it. The reactants are: CCOC(=O)c1ncn2c1[C@@H]1CCN1C(=O)c1c-2ccc(F)c1F. (6) Given the product COc1ccc(NS(=O)(=O)c2ccc(N3CCC(NC[C@H](O)COc4cccc5[nH]c6ccccc6c45)CC3)cc2)cc1OC, predict the reactants needed to synthesize it. The reactants are: COc1ccc(NS(=O)(=O)c2ccc(N3CCC(=O)CC3)cc2)cc1OC.NCC(O)COc1cccc2[nH]c3ccccc3c12.